Task: Predict which catalyst facilitates the given reaction.. Dataset: Catalyst prediction with 721,799 reactions and 888 catalyst types from USPTO Reactant: [C:1]([C:3]1[N:11]=[C:10]2[C:6]([N:7]([CH2:17][C:18]3[CH:23]=[CH:22][C:21]([C:24]([F:27])([F:26])[F:25])=[CH:20][CH:19]=3)[C:8]([C:12](OCC)=[O:13])=[N:9]2)=[C:5]([NH:28][C@@H:29]([CH:31]2[CH2:34][CH2:33][CH2:32]2)[CH3:30])[N:4]=1)#[N:2].[BH4-].[Na+]. Product: [CH:31]1([C@H:29]([NH:28][C:5]2[N:4]=[C:3]([C:1]#[N:2])[N:11]=[C:10]3[C:6]=2[N:7]([CH2:17][C:18]2[CH:23]=[CH:22][C:21]([C:24]([F:25])([F:26])[F:27])=[CH:20][CH:19]=2)[C:8]([CH2:12][OH:13])=[N:9]3)[CH3:30])[CH2:34][CH2:33][CH2:32]1. The catalyst class is: 5.